From a dataset of Full USPTO retrosynthesis dataset with 1.9M reactions from patents (1976-2016). Predict the reactants needed to synthesize the given product. (1) The reactants are: [I:1][C:2]1[CH:3]=[CH:4][C:5](=[O:15])[N:6]([CH:8]2[CH2:13][CH2:12][C:11](=O)[CH2:10][CH2:9]2)[CH:7]=1.[NH:16]1[CH2:19][CH:18]([NH:20][C:21]([CH2:23][NH:24][C:25](=[O:36])[C:26]2[CH:31]=[CH:30][CH:29]=[C:28]([C:32]([F:35])([F:34])[F:33])[CH:27]=2)=[O:22])[CH2:17]1. Given the product [I:1][C:2]1[CH:3]=[CH:4][C:5](=[O:15])[N:6]([CH:8]2[CH2:13][CH2:12][CH:11]([N:16]3[CH2:19][CH:18]([NH:20][C:21]([CH2:23][NH:24][C:25](=[O:36])[C:26]4[CH:31]=[CH:30][CH:29]=[C:28]([C:32]([F:35])([F:33])[F:34])[CH:27]=4)=[O:22])[CH2:17]3)[CH2:10][CH2:9]2)[CH:7]=1, predict the reactants needed to synthesize it. (2) Given the product [Br:1][C:2]1[C:6]2[N:7]=[CH:8][N:9]=[C:10]([Cl:14])[C:5]=2[S:4][CH:3]=1, predict the reactants needed to synthesize it. The reactants are: [Br:1][C:2]1[C:6]2[N:7]=[CH:8][NH:9][C:10](=O)[C:5]=2[S:4][CH:3]=1.O=P(Cl)(Cl)[Cl:14]. (3) Given the product [C:19]([O:23][C:24]([N:26]1[CH2:38][C@@H:37]([CH3:39])[N:36]2[C@H:28]([CH2:29][C:30]3[C:35]2=[N:34][C:33]([C@@H:40]([O:42][CH3:43])[CH3:41])=[C:32]([CH2:44][O:45][CH3:2])[CH:31]=3)[CH2:27]1)=[O:25])([CH3:22])([CH3:21])[CH3:20], predict the reactants needed to synthesize it. The reactants are: Cl[C:2]1N=C2C(=CC=1OCC)C=C1N2C(C)CNC1.[C:19]([O:23][C:24]([N:26]1[CH2:38][C@@H:37]([CH3:39])[N:36]2[C@H:28]([CH2:29][C:30]3[C:35]2=[N:34][C:33]([C@@H:40]([O:42][CH3:43])[CH3:41])=[C:32]([CH2:44][OH:45])[CH:31]=3)[CH2:27]1)=[O:25])([CH3:22])([CH3:21])[CH3:20].[H-].[Na+].CI. (4) Given the product [CH2:1]([O:8][C:9]([N:20]([CH2:21][C:22]1[C:30]2[C:25](=[CH:26][CH:27]=[CH:28][CH:29]=2)[NH:24][CH:23]=1)[CH3:19])=[O:11])[C:2]1[CH:3]=[CH:4][CH:5]=[CH:6][CH:7]=1, predict the reactants needed to synthesize it. The reactants are: [CH2:1]([O:8][C:9]([O:11]N1C(=O)CCC1=O)=O)[C:2]1[CH:7]=[CH:6][CH:5]=[CH:4][CH:3]=1.[CH3:19][NH:20][CH2:21][C:22]1[C:30]2[C:25](=[CH:26][CH:27]=[CH:28][CH:29]=2)[NH:24][CH:23]=1.C(N(CC)CC)C. (5) Given the product [B:14]([OH:19])([OH:15])[C:2]1[CH:3]=[CH:4][C:5]([F:8])=[N:6][CH:7]=1, predict the reactants needed to synthesize it. The reactants are: Br[C:2]1[CH:3]=[CH:4][C:5]([F:8])=[N:6][CH:7]=1.[Li]CCCC.[B:14](OC(C)C)([O:19]C(C)C)[O:15]C(C)C.Cl. (6) Given the product [CH3:1][O:2][C:3]([C:5]1[C:6]([NH2:14])=[C:7]([I:15])[CH:8]=[C:9]2[C:13]=1[NH:12][N:11]=[CH:10]2)=[O:4], predict the reactants needed to synthesize it. The reactants are: [CH3:1][O:2][C:3]([C:5]1[C:6]([NH2:14])=[CH:7][CH:8]=[C:9]2[C:13]=1[NH:12][N:11]=[CH:10]2)=[O:4].[I:15]N1C(=O)CCC1=O.